Dataset: Forward reaction prediction with 1.9M reactions from USPTO patents (1976-2016). Task: Predict the product of the given reaction. (1) Given the reactants [OH:1][C:2]1[CH:14]=[CH:13][C:5]2[C:6]([C:9]([F:12])([F:11])[F:10])=[N:7][O:8][C:4]=2[C:3]=1[CH2:15][CH2:16][CH3:17].[Br:18][CH2:19][CH2:20][CH2:21]Br.C(=O)([O-])[O-].[Cs+].[Cs+], predict the reaction product. The product is: [CH2:15]([C:3]1[C:4]2[O:8][N:7]=[C:6]([C:9]([F:12])([F:11])[F:10])[C:5]=2[CH:13]=[CH:14][C:2]=1[O:1][CH2:21][CH2:20][CH2:19][Br:18])[CH2:16][CH3:17]. (2) Given the reactants [Br:1][C:2]1[CH:11]=[C:10]2[C:5]([C:6]([OH:12])=[CH:7][CH:8]=[N:9]2)=[CH:4][CH:3]=1.C(O)(=O)CC.[N+:18]([O-])([OH:20])=[O:19], predict the reaction product. The product is: [Br:1][C:2]1[CH:11]=[C:10]2[C:5]([C:6]([OH:12])=[C:7]([N+:18]([O-:20])=[O:19])[CH:8]=[N:9]2)=[CH:4][CH:3]=1. (3) The product is: [Br:8][C:7]1[C:2]([C:13]2[CH:14]=[CH:15][C:10]([F:9])=[CH:11][CH:12]=2)=[N:3][CH:4]=[CH:5][CH:6]=1. Given the reactants Br[C:2]1[C:7]([Br:8])=[CH:6][CH:5]=[CH:4][N:3]=1.[F:9][C:10]1[CH:15]=[CH:14][C:13](B(O)O)=[CH:12][CH:11]=1.C([O-])([O-])=O.[Na+].[Na+].CCOC(C)=O, predict the reaction product. (4) Given the reactants [C:1]1([C:27]2[CH:32]=[CH:31][CH:30]=[CH:29][CH:28]=2)[CH:6]=[CH:5][C:4]([CH2:7][C@@H:8]([NH:13][C:14]([C:16]2([CH2:21][C:22]([O:24]CC)=[O:23])[CH2:20][CH2:19][CH2:18][CH2:17]2)=[O:15])[C:9]([O:11]C)=[O:10])=[CH:3][CH:2]=1.CCCC[Sn](O[Sn](CCCC)(CCCC)CCCC)(CCCC)CCCC, predict the reaction product. The product is: [C:1]1([C:27]2[CH:28]=[CH:29][CH:30]=[CH:31][CH:32]=2)[CH:2]=[CH:3][C:4]([CH2:7][C@@H:8]([NH:13][C:14]([C:16]2([CH2:21][C:22]([OH:24])=[O:23])[CH2:17][CH2:18][CH2:19][CH2:20]2)=[O:15])[C:9]([OH:11])=[O:10])=[CH:5][CH:6]=1. (5) Given the reactants O=[C:2]([CH2:8][CH2:9][C:10]1[CH:15]=[CH:14][CH:13]=[CH:12][CH:11]=1)[CH2:3][CH2:4][C:5]([OH:7])=[O:6].Cl.[NH2:17][OH:18].C[O-].[Na+].CCOCC, predict the reaction product. The product is: [OH:18][N:17]=[C:2]([CH2:8][CH2:9][C:10]1[CH:15]=[CH:14][CH:13]=[CH:12][CH:11]=1)[CH2:3][CH2:4][C:5]([OH:7])=[O:6]. (6) The product is: [Br:5][C:6]1[CH:14]=[CH:13][C:12]([CH3:15])=[CH:11][C:7]=1[C:8]([O:10][CH3:1])=[O:9]. Given the reactants [C:1](Cl)(=O)C.[Br:5][C:6]1[CH:14]=[CH:13][C:12]([CH3:15])=[CH:11][C:7]=1[C:8]([OH:10])=[O:9], predict the reaction product. (7) Given the reactants CO[C:3](=[O:12])[C:4]1[CH:9]=[C:8](Br)[C:7](Cl)=[N:6][CH:5]=1.[NH:13]1[CH2:17][CH2:16][CH2:15][CH2:14]1.[Cl:18][C:19]1[CH:24]=[CH:23][C:22](B(O)O)=[CH:21][CH:20]=1.[NH2:28][C@@H:29]([CH2:34][OH:35])[CH2:30][CH:31]([CH3:33])[CH3:32], predict the reaction product. The product is: [Cl:18][C:19]1[CH:24]=[CH:23][C:22]([C:8]2[C:7]([N:13]3[CH2:17][CH2:16][CH2:15][CH2:14]3)=[N:6][CH:5]=[C:4]([CH:9]=2)[C:3]([NH:28][C@@H:29]([CH2:34][OH:35])[CH2:30][CH:31]([CH3:33])[CH3:32])=[O:12])=[CH:21][CH:20]=1.